From a dataset of Reaction yield outcomes from USPTO patents with 853,638 reactions. Predict the reaction yield, written as a fraction of the theoretical maximum amount of product (1.0 means a 100% yield; for example, 0.34 means a 34% yield). (1) The product is [NH2:5][C:4]1[S:6][N:1]=[C:2]([C:9]2[CH:14]=[CH:13][C:12]([N+:15]([O-:17])=[O:16])=[CH:11][CH:10]=2)[C:3]=1[C:7]#[N:8]. The reactants are [NH2:1]/[C:2](/[C:9]1[CH:14]=[CH:13][C:12]([N+:15]([O-:17])=[O:16])=[CH:11][CH:10]=1)=[C:3](/[C:7]#[N:8])\[C:4](=[S:6])[NH2:5].OO. The catalyst is C(O)C. The yield is 0.960. (2) The reactants are [C:1]([O:5][C:6](=[O:31])[CH2:7][C@H:8]([NH:12][S:13]([C:16]1[CH:21]=[CH:20][C:19]([NH2:22])=[CH:18][C:17]=1[O:23][CH2:24][C:25]1[CH:30]=[CH:29][CH:28]=[CH:27][CH:26]=1)(=[O:15])=[O:14])[C:9]([NH2:11])=[O:10])([CH3:4])([CH3:3])[CH3:2].CCN(CC)CC.[C:39](Cl)(=[O:41])[CH3:40]. The yield is 0.630. The catalyst is C(Cl)Cl. The product is [C:1]([O:5][C:6](=[O:31])[CH2:7][C@H:8]([NH:12][S:13]([C:16]1[CH:21]=[CH:20][C:19]([NH:22][C:39](=[O:41])[CH3:40])=[CH:18][C:17]=1[O:23][CH2:24][C:25]1[CH:30]=[CH:29][CH:28]=[CH:27][CH:26]=1)(=[O:14])=[O:15])[C:9]([NH2:11])=[O:10])([CH3:4])([CH3:2])[CH3:3].